This data is from Forward reaction prediction with 1.9M reactions from USPTO patents (1976-2016). The task is: Predict the product of the given reaction. (1) Given the reactants [CH:1](=[C:8]1[C:16]2[C:11](=[CH:12][CH:13]=[C:14]([Br:17])[CH:15]=2)[C:10](=O)[O:9]1)[C:2]1[CH:7]=[CH:6][CH:5]=[CH:4][CH:3]=1.[NH2:19][NH2:20], predict the reaction product. The product is: [CH2:1]([C:8]1[C:16]2[C:11](=[CH:12][CH:13]=[C:14]([Br:17])[CH:15]=2)[C:10](=[O:9])[NH:20][N:19]=1)[C:2]1[CH:7]=[CH:6][CH:5]=[CH:4][CH:3]=1. (2) Given the reactants [O:1]=[C:2]([NH:25][O:26]C1CCCCO1)[CH2:3][C:4]1[CH:9]=[CH:8][C:7]([NH:10][C:11]([C:13]2[C:23]3=[C:24]4[C:19](=[CH:20][CH:21]=[CH:22]3)[CH2:18][CH2:17][CH2:16][N:15]4[CH:14]=2)=[O:12])=[CH:6][CH:5]=1, predict the reaction product. The product is: [OH:26][NH:25][C:2](=[O:1])[CH2:3][C:4]1[CH:5]=[CH:6][C:7]([NH:10][C:11]([C:13]2[C:23]3=[C:24]4[C:19](=[CH:20][CH:21]=[CH:22]3)[CH2:18][CH2:17][CH2:16][N:15]4[CH:14]=2)=[O:12])=[CH:8][CH:9]=1. (3) Given the reactants [CH2:1]([O:3][C:4](=[O:24])[CH2:5][C@H:6]([NH:20][C:21]([NH2:23])=[O:22])[CH2:7][C:8]1[CH:13]=[CH:12][C:11]([C:14]2[CH:19]=[CH:18][CH:17]=[CH:16][CH:15]=2)=[CH:10][CH:9]=1)[CH3:2].Br[CH2:26][C:27](=O)[C:28]([O:30][CH2:31][CH3:32])=[O:29], predict the reaction product. The product is: [CH2:31]([O:30][C:28]([C:27]1[N:23]=[C:21]([NH:20][C@H:6]([CH2:7][C:8]2[CH:13]=[CH:12][C:11]([C:14]3[CH:19]=[CH:18][CH:17]=[CH:16][CH:15]=3)=[CH:10][CH:9]=2)[CH2:5][C:4]([O:3][CH2:1][CH3:2])=[O:24])[O:22][CH:26]=1)=[O:29])[CH3:32]. (4) Given the reactants [CH3:1][C:2]1[NH:3][C:4]2[C:5](=[O:14])[CH2:6][CH2:7][CH2:8][C:9]=2[C:10]=1[C:11]([OH:13])=O.[NH2:15][CH2:16][CH:17]([OH:22])[CH2:18][N:19]([CH3:21])[CH3:20], predict the reaction product. The product is: [CH3:20][N:19]([CH3:21])[CH2:18][CH:17]([OH:22])[CH2:16][NH:15][C:11]([C:10]1[C:9]2[CH2:8][CH2:7][CH2:6][C:5](=[O:14])[C:4]=2[NH:3][C:2]=1[CH3:1])=[O:13]. (5) Given the reactants C1(P(C2CCCCC2)C2C=CC=CC=2C2C=CC=CC=2N(C)C)CCCCC1.C(=O)([O-])[O-].[Cs+].[Cs+].[B-](F)(F)(F)[CH:36]=[CH2:37].[K+].Br[C:43]1[CH:44]=[N:45][C:46]([C:49]([F:52])([F:51])[CH3:50])=[N:47][CH:48]=1, predict the reaction product. The product is: [F:51][C:49]([C:46]1[N:47]=[CH:48][C:43]([CH:36]=[CH2:37])=[CH:44][N:45]=1)([F:52])[CH3:50]. (6) The product is: [C:30]1(/[CH:29]=[N:1]/[N:2]2[C:10]3[C:5](=[N:6][CH:7]=[C:8]([C:11]4[CH:12]=[N:13][N:14]([CH:16]5[CH2:21][CH2:20][N:19]([C:22]([O:24][C:25]([CH3:28])([CH3:27])[CH3:26])=[O:23])[CH2:18][CH2:17]5)[CH:15]=4)[CH:9]=3)[CH:4]=[CH:3]2)[CH:35]=[CH:34][CH:33]=[CH:32][CH:31]=1. Given the reactants [NH2:1][N:2]1[C:10]2[C:5](=[N:6][CH:7]=[C:8]([C:11]3[CH:12]=[N:13][N:14]([CH:16]4[CH2:21][CH2:20][N:19]([C:22]([O:24][C:25]([CH3:28])([CH3:27])[CH3:26])=[O:23])[CH2:18][CH2:17]4)[CH:15]=3)[CH:9]=2)[CH:4]=[CH:3]1.[CH:29](=O)[C:30]1[CH:35]=[CH:34][CH:33]=[CH:32][CH:31]=1, predict the reaction product. (7) Given the reactants [Cl:1][C:2]1[S:3][C:4]([C:10]([C:12]2[C:13]([NH:18][C@H:19]3[CH2:23][C@H:22]([O:24][Si](C(C)C)(C(C)C)C(C)C)[C@@H:21]([CH2:35][OH:36])[CH2:20]3)=[N:14][CH:15]=[N:16][CH:17]=2)=[O:11])=[CH:5][C:6]=1[C:7](=[O:9])[CH3:8].Cl[S:38]([NH2:41])(=[O:40])=[O:39], predict the reaction product. The product is: [S:38](=[O:40])(=[O:39])([O:36][CH2:35][C@H:21]1[CH2:20][C@@H:19]([NH:18][C:13]2[C:12]([C:10]([C:4]3[S:3][C:2]([Cl:1])=[C:6]([C:7](=[O:9])[CH3:8])[CH:5]=3)=[O:11])=[CH:17][N:16]=[CH:15][N:14]=2)[CH2:23][C@@H:22]1[OH:24])[NH2:41]. (8) Given the reactants [Cl:1][C:2]1[CH:3]=[C:4]([C:9]2[N:10]([C:18]3[CH:23]=[CH:22][C:21]([S:24](C)(=[O:26])=[O:25])=[CH:20][CH:19]=3)[CH:11]=[C:12]([C:14]([F:17])([F:16])[F:15])[N:13]=2)[CH:5]=[CH:6][C:7]=1[CH3:8].C([Mg]Cl)CCC.C(B(CC)CC)C.C([O-])(=O)C.[Na+].[NH2:46]OS(O)(=O)=O, predict the reaction product. The product is: [Cl:1][C:2]1[CH:3]=[C:4]([C:9]2[N:10]([C:18]3[CH:23]=[CH:22][C:21]([S:24]([NH2:46])(=[O:26])=[O:25])=[CH:20][CH:19]=3)[CH:11]=[C:12]([C:14]([F:17])([F:16])[F:15])[N:13]=2)[CH:5]=[CH:6][C:7]=1[CH3:8]. (9) The product is: [CH3:1][O:2][C:3]([C@@H:5]1[CH2:9][C@@H:8]([S:10]([C:13]2[CH:18]=[CH:17][CH:16]=[CH:15][C:14]=2[C:19]([F:22])([F:21])[F:20])(=[O:11])=[O:12])[CH2:7][N:6]1[C:23]1[N:36]([CH:33]2[CH2:34][CH2:35][O:30][CH2:31][CH2:32]2)[N:37]=[C:25]([CH3:26])[CH:24]=1)=[O:4]. Given the reactants [CH3:1][O:2][C:3]([C@@H:5]1[CH2:9][C@@H:8]([S:10]([C:13]2[CH:18]=[CH:17][CH:16]=[CH:15][C:14]=2[C:19]([F:22])([F:21])[F:20])(=[O:12])=[O:11])[CH2:7][N:6]1[C:23](=S)[CH2:24][C:25](=O)[CH3:26])=[O:4].Cl.[O:30]1[CH2:35][CH2:34][CH:33]([NH:36][NH2:37])[CH2:32][CH2:31]1, predict the reaction product. (10) Given the reactants [CH3:1][O:2][C:3]1[CH:4]=[C:5]2[C:9](=[CH:10][CH:11]=1)[NH:8][CH:7]=[CH:6]2.C([BH3-])#N.[Na+].[OH-].[Na+], predict the reaction product. The product is: [CH3:1][O:2][C:3]1[CH:4]=[C:5]2[C:9](=[CH:10][CH:11]=1)[NH:8][CH2:7][CH2:6]2.